Dataset: Reaction yield outcomes from USPTO patents with 853,638 reactions. Task: Predict the reaction yield, written as a fraction of the theoretical maximum amount of product (1.0 means a 100% yield; for example, 0.34 means a 34% yield). (1) The reactants are [CH2:1]([N:3]([CH2:37][CH3:38])[CH2:4][CH2:5][CH2:6][NH:7][C:8]1[N:9]=[C:10]([C:27]2[C:28]([CH3:36])=[C:29]([CH:33]=[CH:34][CH:35]=2)[C:30](O)=[O:31])[C:11]2[CH:17]=[CH:16][C:15](=[O:18])[N:14]([C:19]3[C:24]([F:25])=[CH:23][CH:22]=[CH:21][C:20]=3[F:26])[C:12]=2[N:13]=1)[CH3:2].CN(C(ON1N=NC2C=CC=CC1=2)=[N+](C)C)C.F[P-](F)(F)(F)(F)F.C(N(CC)CC)C.[F:70][C:71]1[CH:77]=[CH:76][C:74]([NH2:75])=[CH:73][CH:72]=1. The catalyst is CN(C=O)C. The product is [CH2:1]([N:3]([CH2:37][CH3:38])[CH2:4][CH2:5][CH2:6][NH:7][C:8]1[N:9]=[C:10]([C:27]2[C:28]([CH3:36])=[C:29]([CH:33]=[CH:34][CH:35]=2)[C:30]([NH:75][C:74]2[CH:76]=[CH:77][C:71]([F:70])=[CH:72][CH:73]=2)=[O:31])[C:11]2[CH:17]=[CH:16][C:15](=[O:18])[N:14]([C:19]3[C:20]([F:26])=[CH:21][CH:22]=[CH:23][C:24]=3[F:25])[C:12]=2[N:13]=1)[CH3:2]. The yield is 0.460. (2) The reactants are OC(C1C=CC2OCC(=O)N(C)C=2C=1)CN1CC=C(C2C3C(=NC=CC=3)NC=2)CC1.[F:31][C:32]1[C:33]([N:43]2[CH2:48][CH2:47][N:46]([CH2:49][C:50]([C:52]3[CH:53]=[CH:54][C:55]4[O:60][CH2:59][C:58](=[O:61])[NH:57][C:56]=4[CH:62]=3)=[O:51])[CH2:45][CH2:44]2)=[C:34]2[C:39](=[CH:40][CH:41]=1)[N:38]=[C:37]([CH3:42])[CH:36]=[CH:35]2. No catalyst specified. The product is [F:31][C:32]1[C:33]([N:43]2[CH2:44][CH2:45][N:46]([CH2:49][CH:50]([C:52]3[CH:53]=[CH:54][C:55]4[O:60][CH2:59][C:58](=[O:61])[NH:57][C:56]=4[CH:62]=3)[OH:51])[CH2:47][CH2:48]2)=[C:34]2[C:39](=[CH:40][CH:41]=1)[N:38]=[C:37]([CH3:42])[CH:36]=[CH:35]2. The yield is 0.970. (3) The reactants are C(OC(=O)[NH:6][CH2:7][C:8]1[CH:13]=[C:12]([I:14])[C:11]([NH:15][S:16]([CH3:19])(=[O:18])=[O:17])=[CH:10][C:9]=1[Cl:20])(C)C. The catalyst is C(Cl)Cl.C(O)(C(F)(F)F)=O. The product is [NH2:6][CH2:7][C:8]1[C:9]([Cl:20])=[CH:10][C:11]([NH:15][S:16]([CH3:19])(=[O:18])=[O:17])=[C:12]([I:14])[CH:13]=1. The yield is 1.30. (4) The reactants are N1C=CN=C1CN1C(=O)COC2N=C(C3C=CC(C4(N)CCC4)=CC=3)C(C3C=CC=CC=3)=CC1=2.C(OC(=O)[NH:41][C:42]1([C:46]2[CH:51]=[CH:50][C:49]([C:52]3[C:53]([C:67]4[CH:72]=[CH:71][CH:70]=[CH:69][CH:68]=4)=[CH:54][C:55]4[N:61]([CH2:62][CH2:63][F:64])[C:60](=[O:65])[CH2:59][CH2:58][NH:57][C:56]=4[N:66]=3)=[CH:48][CH:47]=2)[CH2:45][CH2:44][CH2:43]1)(C)(C)C. No catalyst specified. The product is [NH2:41][C:42]1([C:46]2[CH:47]=[CH:48][C:49]([C:52]3[C:53]([C:67]4[CH:68]=[CH:69][CH:70]=[CH:71][CH:72]=4)=[CH:54][C:55]4[N:61]([CH2:62][CH2:63][F:64])[C:60](=[O:65])[CH2:59][CH2:58][NH:57][C:56]=4[N:66]=3)=[CH:50][CH:51]=2)[CH2:45][CH2:44][CH2:43]1. The yield is 0.640. (5) The reactants are C([Si](C)(C)[N:6]1[C:10]2=[N:11][CH:12]=[C:13]([Sn](CCCC)(CCCC)CCCC)[CH:14]=[C:9]2[CH2:8][CH2:7]1)(C)(C)C.[C:30]1([CH2:36]Br)[CH:35]=[CH:34][CH:33]=[CH:32][CH:31]=1. The catalyst is C1COCC1.Cl[Pd](Cl)([P](C1C=CC=CC=1)(C1C=CC=CC=1)C1C=CC=CC=1)[P](C1C=CC=CC=1)(C1C=CC=CC=1)C1C=CC=CC=1. The product is [CH2:36]([C:13]1[CH:14]=[C:9]2[CH2:8][CH2:7][NH:6][C:10]2=[N:11][CH:12]=1)[C:30]1[CH:35]=[CH:34][CH:33]=[CH:32][CH:31]=1. The yield is 0.110. (6) The product is [CH3:15][N:16]1[C:10]([OH:14])=[N:9][C:7]([C:3]2[CH:2]=[N:1][CH:6]=[CH:5][CH:4]=2)=[N:17]1. The catalyst is C1COCC1. The yield is 0.690. The reactants are [N:1]1[CH:6]=[CH:5][CH:4]=[C:3]([C:7]([NH:9][C:10](=[O:14])OCC)=S)[CH:2]=1.[CH3:15][NH:16][NH2:17].